The task is: Predict the reaction yield, written as a fraction of the theoretical maximum amount of product (1.0 means a 100% yield; for example, 0.34 means a 34% yield).. This data is from Reaction yield outcomes from USPTO patents with 853,638 reactions. (1) The reactants are [C:1]([O:5][C:6]([N:8]1[CH2:13][CH2:12][N:11]([C:14]2[N:19]=[C:18]([C:20]3[CH:25]=[CH:24][N:23]=[C:22](Cl)[CH:21]=3)[CH:17]=[C:16]([C:27](=[O:33])[NH:28][C:29]([CH3:32])([CH3:31])[CH3:30])[CH:15]=2)[CH2:10][CH2:9]1)=[O:7])([CH3:4])([CH3:3])[CH3:2].CC([O-])(C)C.[Na+].[NH2:40][CH:41]1[CH2:46][CH2:45][O:44][CH2:43][CH2:42]1. The catalyst is O1CCOCC1. The product is [C:1]([O:5][C:6]([N:8]1[CH2:13][CH2:12][N:11]([C:14]2[N:19]=[C:18]([C:20]3[CH:25]=[CH:24][N:23]=[C:22]([NH:40][CH:41]4[CH2:46][CH2:45][O:44][CH2:43][CH2:42]4)[CH:21]=3)[CH:17]=[C:16]([C:27](=[O:33])[NH:28][C:29]([CH3:32])([CH3:31])[CH3:30])[CH:15]=2)[CH2:10][CH2:9]1)=[O:7])([CH3:4])([CH3:3])[CH3:2]. The yield is 0.590. (2) The reactants are [Cl-].O[NH3+:3].[C:4](=[O:7])([O-])[OH:5].[Na+].CS(C)=O.[CH2:13]([C:15]1[N:16]=[C:17]([CH2:46][CH2:47][CH3:48])[N:18]([CH2:31][C:32]2[CH:37]=[CH:36][C:35]([C:38]3[C:39]([C:44]#[N:45])=[CH:40][CH:41]=[CH:42][CH:43]=3)=[CH:34][CH:33]=2)[C:19](=[O:30])[C:20]=1[O:21][C:22]1[CH:27]=[CH:26][CH:25]=[C:24]([CH2:28][CH3:29])[CH:23]=1)[CH3:14]. The catalyst is C(OCC)(=O)C. The product is [CH2:13]([C:15]1[N:16]=[C:17]([CH2:46][CH2:47][CH3:48])[N:18]([CH2:31][C:32]2[CH:37]=[CH:36][C:35]([C:38]3[CH:43]=[CH:42][CH:41]=[CH:40][C:39]=3[C:44]3[NH:3][C:4](=[O:7])[O:5][N:45]=3)=[CH:34][CH:33]=2)[C:19](=[O:30])[C:20]=1[O:21][C:22]1[CH:27]=[CH:26][CH:25]=[C:24]([CH2:28][CH3:29])[CH:23]=1)[CH3:14]. The yield is 0.780. (3) The reactants are [C:1]([O:5][C:6]([N:8]1[CH2:13][CH2:12][C:11](=O)[CH2:10][CH2:9]1)=[O:7])([CH3:4])([CH3:3])[CH3:2].[NH2:15][C:16]1[CH:21]=[CH:20][CH:19]=[CH:18][CH:17]=1.C(O)(=O)C.C(=O)([O-])O.[Na+]. The catalyst is ClCCCl. The product is [C:1]([O:5][C:6]([N:8]1[CH2:13][CH2:12][CH:11]([NH:15][C:16]2[CH:21]=[CH:20][CH:19]=[CH:18][CH:17]=2)[CH2:10][CH2:9]1)=[O:7])([CH3:4])([CH3:3])[CH3:2]. The yield is 0.510. (4) The reactants are C([O:3][C:4](=O)[CH2:5][O:6][C:7]1[CH:8]=[C:9]2[C:13](=[C:14]([N:16]([CH3:26])[S:17]([C:20]3[CH:25]=[CH:24][CH:23]=[CH:22][N:21]=3)(=[O:19])=[O:18])[CH:15]=1)[NH:12][C:11]([C:27]1[S:28][CH:29]([CH2:32][N:33]3[CH2:38][CH2:37][S:36][CH2:35][CH2:34]3)[CH2:30][N:31]=1)=[CH:10]2)C.[BH4-].[Li+].Cl.C(=O)([O-])O.[Na+]. The catalyst is O1CCCC1. The product is [OH:3][CH2:4][CH2:5][O:6][C:7]1[CH:8]=[C:9]2[C:13](=[C:14]([N:16]([CH3:26])[S:17]([C:20]3[CH:25]=[CH:24][CH:23]=[CH:22][N:21]=3)(=[O:18])=[O:19])[CH:15]=1)[NH:12][C:11]([C:27]1[S:28][CH:29]([CH2:32][N:33]3[CH2:38][CH2:37][S:36][CH2:35][CH2:34]3)[CH2:30][N:31]=1)=[CH:10]2. The yield is 0.550. (5) The reactants are [NH2:1][C:2]1[CH:7]=[CH:6][C:5]([C:8]2([C:11]([O-:13])=[O:12])[CH2:10][CH2:9]2)=[CH:4][C:3]=1[C:14]#[C:15][Si](C)(C)C.[CH3:20]N(C=O)C. The catalyst is [Cu]I. The product is [NH:1]1[C:2]2[C:3](=[CH:4][C:5]([C:8]3([C:11]([O:13][CH3:20])=[O:12])[CH2:10][CH2:9]3)=[CH:6][CH:7]=2)[CH:14]=[CH:15]1. The yield is 0.510. (6) The reactants are CN(C)[CH:3]=[C:4]([C:7]1[CH:12]=[CH:11][CH:10]=[CH:9][C:8]=1[N+:13]([O-:15])=[O:14])[CH:5]=O.[NH2:17][C:18]([NH2:20])=[O:19].Cl.CO. The catalyst is C(O)C. The product is [N+:13]([C:8]1[CH:9]=[CH:10][CH:11]=[CH:12][C:7]=1[C:4]1[CH:3]=[N:17][C:18]([OH:19])=[N:20][CH:5]=1)([O-:15])=[O:14]. The yield is 0.180.